Dataset: Full USPTO retrosynthesis dataset with 1.9M reactions from patents (1976-2016). Task: Predict the reactants needed to synthesize the given product. (1) Given the product [CH3:1][N:2]([CH3:18])[S:3]([N:6]1[CH:10]=[C:9]([CH2:27][C:26]2[CH:29]=[CH:30][CH:31]=[C:32]([F:33])[C:25]=2[F:24])[N:8]=[C:7]1[Si:11]([C:14]([CH3:15])([CH3:17])[CH3:16])([CH3:13])[CH3:12])(=[O:4])=[O:5], predict the reactants needed to synthesize it. The reactants are: [CH3:1][N:2]([CH3:18])[S:3]([N:6]1[CH:10]=[CH:9][N:8]=[C:7]1[Si:11]([C:14]([CH3:17])([CH3:16])[CH3:15])([CH3:13])[CH3:12])(=[O:5])=[O:4].C([Li])CCC.[F:24][C:25]1[C:32]([F:33])=[CH:31][CH:30]=[CH:29][C:26]=1[CH2:27]Br. (2) Given the product [NH2:1][C:2]1[C:7]([C:8]2[CH:16]=[C:15]3[C:11]([CH:12]=[CH:13][NH:14]3)=[C:10]([NH:25][S:26]([C:29]3[CH:34]=[CH:33][C:32]([OH:35])=[CH:31][CH:30]=3)(=[O:28])=[O:27])[CH:9]=2)=[C:6]([NH:37][C@H:38]([C:40]2[N:45]([C:46]3[CH:51]=[CH:50][CH:49]=[CH:48][CH:47]=3)[C:44](=[O:52])[C:43]3=[C:53]([CH3:56])[CH:54]=[CH:55][N:42]3[N:41]=2)[CH3:39])[N:5]=[CH:4][N:3]=1, predict the reactants needed to synthesize it. The reactants are: [NH2:1][C:2]1[C:7]([C:8]2[CH:16]=[C:15]3[C:11]([CH:12]=[CH:13][N:14]3COCC[Si](C)(C)C)=[C:10]([NH:25][S:26]([C:29]3[CH:34]=[CH:33][C:32]([O:35]C)=[CH:31][CH:30]=3)(=[O:28])=[O:27])[CH:9]=2)=[C:6]([NH:37][C@H:38]([C:40]2[N:45]([C:46]3[CH:51]=[CH:50][CH:49]=[CH:48][CH:47]=3)[C:44](=[O:52])[C:43]3=[C:53]([CH3:56])[CH:54]=[CH:55][N:42]3[N:41]=2)[CH3:39])[N:5]=[CH:4][N:3]=1.B(Br)(Br)Br.CO. (3) The reactants are: [O:1]=[C:2]1[N:6]([C:7]2[CH:12]=[CH:11][CH:10]=[C:9]([C:13]([F:16])([F:15])[F:14])[CH:8]=2)[CH2:5][CH:4]([C:17]([OH:19])=O)[CH2:3]1.S(Cl)(Cl)=O.[CH3:24][Si](C=[N+]=[N-])(C)C.[BrH:31].C(O)(=O)C.C(=O)(O)[O-].[Na+]. Given the product [Br:31][CH2:24][C:17]([CH:4]1[CH2:5][N:6]([C:7]2[CH:12]=[CH:11][CH:10]=[C:9]([C:13]([F:14])([F:15])[F:16])[CH:8]=2)[C:2](=[O:1])[CH2:3]1)=[O:19], predict the reactants needed to synthesize it. (4) Given the product [CH3:1][O:2][C:3]1[CH:4]=[C:5]2[C:9](=[C:10]([CH:12]([C:18]3[CH:23]=[CH:22][CH:21]=[CH:20][CH:19]=3)[CH2:13][CH2:14][NH:16][CH3:17])[CH:11]=1)[NH:8][CH:7]=[CH:6]2, predict the reactants needed to synthesize it. The reactants are: [CH3:1][O:2][C:3]1[CH:4]=[C:5]2[C:9](=[C:10]([CH:12]([C:18]3[CH:23]=[CH:22][CH:21]=[CH:20][CH:19]=3)[CH2:13][C:14]([NH:16][CH3:17])=O)[CH:11]=1)[NH:8][CH:7]=[CH:6]2.N1C2C(=CC=CC=2C(C2C=CC=CC=2)CCNC)C=C1.